Dataset: Full USPTO retrosynthesis dataset with 1.9M reactions from patents (1976-2016). Task: Predict the reactants needed to synthesize the given product. (1) Given the product [CH2:1]([C@@H:5]1[N:10]([C:24]([C@@H:22]2[CH2:23][C@H:21]2[C:15]2[CH:20]=[CH:19][CH:18]=[CH:17][CH:16]=2)=[O:25])[CH2:9][C@H:8](/[CH:11]=[CH:12]/[CH3:13])[NH:7][C:6]1=[O:14])[CH:2]([CH3:4])[CH3:3], predict the reactants needed to synthesize it. The reactants are: [CH2:1]([C@@H:5]1[NH:10][CH2:9][C@H:8]([CH:11]=[CH:12][CH3:13])[NH:7][C:6]1=[O:14])[CH:2]([CH3:4])[CH3:3].[C:15]1([C@@H:21]2[CH2:23][C@H:22]2[C:24](O)=[O:25])[CH:20]=[CH:19][CH:18]=[CH:17][CH:16]=1.C([C@@H]1N(C(=O)/C=C/C2C=CC=CC=2)C[C@H](CC(C)C)NC1=O)C(C)C. (2) The reactants are: [C:1]([O:5][C:6](=[O:17])[CH:7]([N:9]1[CH:13]=[CH:12][C:11]([N+:14]([O-])=O)=[N:10]1)[CH3:8])([CH3:4])([CH3:3])[CH3:2].[H][H]. Given the product [C:1]([O:5][C:6](=[O:17])[CH:7]([N:9]1[CH:13]=[CH:12][C:11]([NH2:14])=[N:10]1)[CH3:8])([CH3:2])([CH3:3])[CH3:4], predict the reactants needed to synthesize it. (3) Given the product [O:12]1[CH2:16][CH:17]1[CH2:18][O:1][C:2]1[CH:3]=[C:4]2[C:9](=[CH:10][CH:11]=1)[N:8]=[CH:7][CH:6]=[CH:5]2, predict the reactants needed to synthesize it. The reactants are: [OH:1][C:2]1[CH:3]=[C:4]2[C:9](=[CH:10][CH:11]=1)[N:8]=[CH:7][CH:6]=[CH:5]2.[O:12]1[C:16]2[CH:17]=[CH:18]C=CC=2N=C1. (4) Given the product [OH:21][C@H:20]([C:11]1[CH:10]=[C:9]([O:8][CH2:7][C:6]2[CH:5]=[CH:4][C:3]([O:2][CH3:1])=[CH:23][CH:22]=2)[N:13]([C:14]2[CH:19]=[CH:18][CH:17]=[CH:16][CH:15]=2)[N:12]=1)[C@H:46]([CH:45]=[CH2:44])[C:47]([NH:49][C@@H:50]([CH2:55][C:56]([O:58][CH3:59])=[O:57])[C:51]([O:53][CH3:54])=[O:52])=[O:48], predict the reactants needed to synthesize it. The reactants are: [CH3:1][O:2][C:3]1[CH:23]=[CH:22][C:6]([CH2:7][O:8][C:9]2[N:13]([C:14]3[CH:19]=[CH:18][CH:17]=[CH:16][CH:15]=3)[N:12]=[C:11]([CH:20]=[O:21])[CH:10]=2)=[CH:5][CH:4]=1.[F-].C([N+](CCCC)(CCCC)CCCC)CCC.C[Si](C)(C)[CH2:44]/[CH:45]=[CH:46]/[C:47]([NH:49][C@@H:50]([CH2:55][C:56]([O:58][CH3:59])=[O:57])[C:51]([O:53][CH3:54])=[O:52])=[O:48].[Cl-].[NH4+]. (5) Given the product [F:15][C:14]1[C:9]2[N:1]([C:2]3[CH:7]=[CH:6][CH:5]=[CH:4][CH:3]=3)[CH:24]=[N:20][C:10]=2[CH:11]=[C:12]([C:16]([F:19])([F:18])[F:17])[CH:13]=1, predict the reactants needed to synthesize it. The reactants are: [NH2:1][C:2]1[CH:7]=[CH:6][CH:5]=[CH:4][CH:3]=1.F[C:9]1[C:14]([F:15])=[CH:13][C:12]([C:16]([F:19])([F:18])[F:17])=[CH:11][C:10]=1[N+:20]([O-])=O.Cl[CH2:24]Cl.